From a dataset of Experimentally validated miRNA-target interactions with 360,000+ pairs, plus equal number of negative samples. Binary Classification. Given a miRNA mature sequence and a target amino acid sequence, predict their likelihood of interaction. (1) Result: 0 (no interaction). The protein sequence of the target gene is MLGHRLLPSLDFPAVSEGYKPEHDMSPNKDASSLNSSAAGLVCLPPVSEELQLVWTQAIQTSELDGNEHLLQAFSYFPYPSLADIALLCLRHGLQMEKVKTWFMAQRLRCGISWSSEEIEETRARVVYHRDQLLFKSLLSFTQQSVRPPQERPPVLRPEQVALGLSPLAPSEQPTHMKGLKVEPEEPSQVSQLPLNHQNAKEPLMMGSRTFSHQSDCQDLQISGLSKEQAGRGPDQSCGKTASWNHFTAVHQPDKPASVSLLDNSCKEESEPSGIPPSSSTSSPSFQALANGTTATPKPL.... The miRNA is mmu-miR-3970 with sequence GAGGUUGUAGUUUGUGCUUU. (2) The miRNA is hsa-miR-6790-5p with sequence GUGAGUGUGGAUUUGGCGGGGUU. The protein sequence of the target gene is MAAASPLRDCQAWKDARLPLSTTSNEACKLFDATLTQYVKWTNDKSLGGIEGCLSKLKAADPTFVMGHAMATGLVLIGTGSSVKLDKELDLAVKTMVEISRTQPLTRREQLHVSAVETFANGNFPKACELWEQILQDHPTDMLALKFSHDAYFYLGYQEQMRDSVARIYPFWTPDIPLSSYVKGIYSFGLMETNFYDQAEKLAKEALSINPTDAWSVHTVAHIHEMKAEIKDGLEFMQHSETFWKDSDMLACHNYWHWALYLIEKGEYEAALTIYDTHILPSLQANDAMLDVVDSCSMLY.... Result: 0 (no interaction). (3) The miRNA is hsa-let-7b-5p with sequence UGAGGUAGUAGGUUGUGUGGUU. The protein sequence of the target gene is MDRTCEERPAEDGSDEEDPDSMEAPTRIRDTPEDIVLEAPASGLAFHPARDLLAAGDVDGDVFVFSYSCQEGETKELWSSGHHLKACRAVAFSEDGQKLITVSKDKAIHVLDVEQGQLERRVSKAHGAPINSLLLVDENVLATGDDTGGICLWDQRKEGPLMDMRQHEEYIADMALDPAKKLLLTASGDGCLGIFNIKRRRFELLSEPQSGDLTSVTLMKWGKKVACGSSEGTIYLFNWNGFGATSDRFALRAESIDCMVPVTESLLCTGSTDGVIRAVNILPNRVVGSVGQHTGEPVEE.... Result: 1 (interaction). (4) The miRNA is mmu-miR-7038-3p with sequence CACUGCUCCUGCCUUCUUACAG. The protein sequence of the target gene is MANENHGSPREEASLLSHSPGTSNQSQPCSPKPIRLVQDLPEELVHAGWEKCWSRRENRPYYFNRFTNQSLWEMPVLGQHDVISDPLGLNATPLPQDSSLVETPPAENKPRKRQLSEEQPSGNGVKKPKIEIPVTPTGQSVPSSPSIPGTPTLKMWGTSPEDKQQAALLRPTEVYWDLDIQTNAVIKHRGPSEVLPPHPEVELLRSQLILKLRQHYRELCQQREGIEPPRESFNRWMLERKVVDKGSDPLLPSNCEPVVSPSMFREIMNDIPIRLSRIKFREEAKRLLFKYAEAARRLIE.... Result: 0 (no interaction). (5) Result: 0 (no interaction). The protein sequence of the target gene is MDLSAVQIQEVQNVLHAMQKILECPICLELIKEPVSTKCDHIFCKFCMLKLLNQKKGPSQCPLCKNEITKRSLQGSTRFSQLAEELLRIMAAFELDTGMQLTNGFSFSKKRNNSCERLNEEASIIQSVGYRNRVRRLPQVEPGNATLKDSLGVQLSNLGIVRSVKKNRQTQPRKKSVYIELDSDSSEETVTKPGDCSVRDQELLQTAPQEAGDEGKLHSAEEAACEFSEGIRNIEHHQCSDDLNPTENHATERHPEKCQSISISNVCVEPCGTDAHASSLQPETSSLLLIEDRMNAEKAE.... The miRNA is hsa-miR-5089-3p with sequence AUGCUACUCGGAAAUCCCACUGA. (6) The miRNA is mmu-miR-295-3p with sequence AAAGUGCUACUACUUUUGAGUCU. The protein sequence of the target gene is MGAPPGYRPSAWVHLLHQLPRADFQLRPVPSVFAPQEQEYQQALLLVAALAGLGLGLSLIFIAVYLIRFCCCRPPEPPGSKIPSPGGGCVTWSCIVALLAGCTGIGIGFYGNSETSDGVSQLSSALLHANHTLSTIDHLVLETVERLGEAVRTELTTLEEVLEPRTELVAAARGARRQAEAAAQQLQGLAFWQGVPLSPLQVAENVSFVEEYRWLAYVLLLLLELLVCLFTLLGLAKQSKWLVIVMTVMSLLVLVLSWGSMGLEAATAVGLSDFCSNPDPYVLNLTQEETGLSSDILSYY.... Result: 0 (no interaction). (7) The miRNA is mmu-miR-301b-3p with sequence CAGUGCAAUGGUAUUGUCAAAGC. The protein sequence of the target gene is MAEQWELDEEGIRRLGALTLEQPELVESLSLQGSYAGKIHSIGDAFRNFKNLRSLDLSRNLITSLKGIQYLCSLQDLNLYYNNIPSLVEVSRLQPLPFLKELDLRLNPVVRKDTDYRLFAVYTLQTLEKLDDRTVREGERKAAKLHFSQLGNSENFLLEVEKSSREKTMKNCVTGESSASKVSANVDSRIEMDSNKGLFIPFPNREIKDSLSTSATQGNGTRDQKLDTFPLGTQTQEVARREMPSDNHQEDEFRHYSPRQSTVRSPEKMTREGYQVSFLDNKSSGSSPEKELIPKPDTFH.... Result: 0 (no interaction).